This data is from Full USPTO retrosynthesis dataset with 1.9M reactions from patents (1976-2016). The task is: Predict the reactants needed to synthesize the given product. (1) Given the product [C:1]([OH:20])(=[O:19])[CH2:2][CH2:3][CH2:4][CH2:5]/[CH:6]=[CH:7]\[CH2:8]/[CH:9]=[CH:10]\[CH2:11]/[CH:12]=[CH:13]\[CH2:14]/[CH:15]=[CH:16]\[CH2:17][CH3:18], predict the reactants needed to synthesize it. The reactants are: [C:1]([OH:20])(=[O:19])[CH2:2][CH2:3][CH2:4][CH2:5][CH2:6][CH2:7][CH2:8]/[CH:9]=[CH:10]\[CH2:11]/[CH:12]=[CH:13]\[CH2:14][CH2:15][CH2:16][CH2:17][CH3:18].C(O)(=O)CCCC/C=C\C/C=C\C/C=C\CCCCC.CC/C=C\C/C=C\C/C=C\CCCCCCCC(O)=O. (2) Given the product [Br:1][C:2]1[C:10]2[N:9]=[C:8]([Cl:22])[N:7]([CH3:12])[C:6]=2[C:5]([N:13]([CH2:17][CH2:18][CH3:19])[CH2:14][CH2:15][CH3:16])=[CH:4][CH:3]=1, predict the reactants needed to synthesize it. The reactants are: [Br:1][C:2]1[C:10]2[NH:9][C:8](=O)[N:7]([CH3:12])[C:6]=2[C:5]([N:13]([CH2:17][CH2:18][CH3:19])[CH2:14][CH2:15][CH3:16])=[CH:4][CH:3]=1.P(Cl)(Cl)([Cl:22])=O. (3) The reactants are: [Cl:1][C:2]1[CH:3]=[CH:4][C:5]2[N:9]=[CH:8][N:7]([C:10]3[S:14][C:13]([C:15]([O:17][CH3:18])=[O:16])=[C:12]([OH:19])[CH:11]=3)[C:6]=2[CH:20]=1.[Cl:21][C:22]1[CH:29]=[C:28]([F:30])[CH:27]=[CH:26][C:23]=1[CH2:24]Br. Given the product [Cl:1][C:2]1[CH:3]=[CH:4][C:5]2[N:9]=[CH:8][N:7]([C:10]3[S:14][C:13]([C:15]([O:17][CH3:18])=[O:16])=[C:12]([O:19][CH2:24][C:23]4[CH:26]=[CH:27][C:28]([F:30])=[CH:29][C:22]=4[Cl:21])[CH:11]=3)[C:6]=2[CH:20]=1, predict the reactants needed to synthesize it. (4) Given the product [F:24][C:25]1[CH:26]=[C:27]([NH:31][C:7]2[C:12]([CH3:13])=[C:11]([CH3:14])[N:10]=[C:9]([NH:15][CH2:16][C:17]3[CH:22]=[CH:21][CH:20]=[CH:19][N:18]=3)[N:8]=2)[CH:28]=[CH:29][CH:30]=1, predict the reactants needed to synthesize it. The reactants are: C1(N[C:7]2[C:12]([CH3:13])=[C:11]([CH3:14])[N:10]=[C:9]([NH:15][CH2:16][C:17]3[CH:22]=[CH:21][CH:20]=[CH:19][N:18]=3)[N:8]=2)CCCC1.Cl.[F:24][C:25]1[CH:26]=[C:27]([NH2:31])[CH:28]=[CH:29][CH:30]=1.